From a dataset of Retrosynthesis with 50K atom-mapped reactions and 10 reaction types from USPTO. Predict the reactants needed to synthesize the given product. Given the product COc1cc(F)c2ncc(N)c(Br)c2c1, predict the reactants needed to synthesize it. The reactants are: COc1cc(F)c2ncc(NC(=O)OC(C)(C)C)c(Br)c2c1.